Dataset: Full USPTO retrosynthesis dataset with 1.9M reactions from patents (1976-2016). Task: Predict the reactants needed to synthesize the given product. Given the product [NH2:1][C:2]1[N:7]=[CH:6][N:5]=[C:4]2[N:8]([CH:12]([C:14]3[CH:21]=[C:20]([Cl:22])[C:17]([C:18]#[N:19])=[C:16]([CH:23]4[CH2:24][N:25]([C:30](=[O:33])[C:56]([OH:69])([CH3:55])[CH3:51])[CH2:26]4)[C:15]=3[O:27][CH2:28][CH3:29])[CH3:13])[N:9]=[C:10]([CH3:11])[C:3]=12, predict the reactants needed to synthesize it. The reactants are: [NH2:1][C:2]1[N:7]=[CH:6][N:5]=[C:4]2[N:8]([CH:12]([C:14]3[CH:21]=[C:20]([Cl:22])[C:17]([C:18]#[N:19])=[C:16]([CH:23]4[CH2:26][NH:25][CH2:24]4)[C:15]=3[O:27][CH2:28][CH3:29])[CH3:13])[N:9]=[C:10]([CH3:11])[C:3]=12.[C:30](O)(=[O:33])CC.C(N(CC)CC)C.CN(C(ON1N=N[C:56]2[C:51]1=CC=C[CH:55]=2)=[N+](C)C)C.F[P-](F)(F)(F)(F)F.CN(C)C=[O:69].